Dataset: NCI-60 drug combinations with 297,098 pairs across 59 cell lines. Task: Regression. Given two drug SMILES strings and cell line genomic features, predict the synergy score measuring deviation from expected non-interaction effect. (1) Drug 1: C1=CC(=CC=C1CCC2=CNC3=C2C(=O)NC(=N3)N)C(=O)NC(CCC(=O)O)C(=O)O. Synergy scores: CSS=40.5, Synergy_ZIP=-9.03, Synergy_Bliss=-5.78, Synergy_Loewe=-0.315, Synergy_HSA=1.51. Cell line: U251. Drug 2: C1=NC2=C(N1)C(=S)N=C(N2)N. (2) Drug 1: CCC1(C2=C(COC1=O)C(=O)N3CC4=CC5=C(C=CC(=C5CN(C)C)O)N=C4C3=C2)O.Cl. Drug 2: N.N.Cl[Pt+2]Cl. Cell line: COLO 205. Synergy scores: CSS=60.5, Synergy_ZIP=2.65, Synergy_Bliss=4.32, Synergy_Loewe=8.34, Synergy_HSA=10.9. (3) Drug 1: CC12CCC3C(C1CCC2=O)CC(=C)C4=CC(=O)C=CC34C. Drug 2: C1=CC(=C2C(=C1NCCNCCO)C(=O)C3=C(C=CC(=C3C2=O)O)O)NCCNCCO. Cell line: HCC-2998. Synergy scores: CSS=49.0, Synergy_ZIP=1.20, Synergy_Bliss=-1.53, Synergy_Loewe=-0.713, Synergy_HSA=1.12. (4) Drug 1: C1=CC(=CC=C1CCCC(=O)O)N(CCCl)CCCl. Drug 2: C1CNP(=O)(OC1)N(CCCl)CCCl. Cell line: OVCAR-5. Synergy scores: CSS=-0.0185, Synergy_ZIP=-6.14, Synergy_Bliss=-3.54, Synergy_Loewe=-8.85, Synergy_HSA=-2.99. (5) Drug 1: CC(C1=C(C=CC(=C1Cl)F)Cl)OC2=C(N=CC(=C2)C3=CN(N=C3)C4CCNCC4)N. Drug 2: CC1C(C(=O)NC(C(=O)N2CCCC2C(=O)N(CC(=O)N(C(C(=O)O1)C(C)C)C)C)C(C)C)NC(=O)C3=C4C(=C(C=C3)C)OC5=C(C(=O)C(=C(C5=N4)C(=O)NC6C(OC(=O)C(N(C(=O)CN(C(=O)C7CCCN7C(=O)C(NC6=O)C(C)C)C)C)C(C)C)C)N)C. Cell line: BT-549. Synergy scores: CSS=3.02, Synergy_ZIP=8.27, Synergy_Bliss=21.0, Synergy_Loewe=16.1, Synergy_HSA=16.7. (6) Drug 1: CC1C(C(CC(O1)OC2CC(OC(C2O)C)OC3=CC4=CC5=C(C(=O)C(C(C5)C(C(=O)C(C(C)O)O)OC)OC6CC(C(C(O6)C)O)OC7CC(C(C(O7)C)O)OC8CC(C(C(O8)C)O)(C)O)C(=C4C(=C3C)O)O)O)O. Drug 2: C1=CC=C(C(=C1)C(C2=CC=C(C=C2)Cl)C(Cl)Cl)Cl. Cell line: RXF 393. Synergy scores: CSS=8.14, Synergy_ZIP=1.74, Synergy_Bliss=1.80, Synergy_Loewe=-48.4, Synergy_HSA=0.00981.